From a dataset of Catalyst prediction with 721,799 reactions and 888 catalyst types from USPTO. Predict which catalyst facilitates the given reaction. Reactant: [F:1][C:2]([F:9])([F:8])[C:3]1[CH:7]=[CH:6][NH:5][N:4]=1.[O-][Cl:11].[Na+]. Product: [Cl:11][C:7]1[C:3]([C:2]([F:9])([F:8])[F:1])=[N:4][NH:5][CH:6]=1. The catalyst class is: 15.